Dataset: Full USPTO retrosynthesis dataset with 1.9M reactions from patents (1976-2016). Task: Predict the reactants needed to synthesize the given product. (1) Given the product [NH2:15][C:9]1[C:8]([O:7][C:6]2[CH:16]=[C:2]([I:1])[C:3]([O:20][CH3:21])=[CH:4][C:5]=2[CH:17]([CH3:19])[CH3:18])=[CH:13][N:12]=[C:11]([NH:14][C:33](=[O:35])[CH3:34])[N:10]=1.[C:33]([NH:14][C:11]1[N:10]=[C:9]([NH:15][C:26](=[O:38])[CH3:27])[C:8]([O:7][C:6]2[CH:16]=[C:2]([I:1])[C:3]([O:20][CH3:21])=[CH:4][C:5]=2[CH:17]([CH3:19])[CH3:18])=[CH:13][N:12]=1)(=[O:35])[CH3:34], predict the reactants needed to synthesize it. The reactants are: [I:1][C:2]1[C:3]([O:20][CH3:21])=[CH:4][C:5]([CH:17]([CH3:19])[CH3:18])=[C:6]([CH:16]=1)[O:7][C:8]1[C:9]([NH2:15])=[N:10][C:11]([NH2:14])=[N:12][CH:13]=1.N1[CH:27]=[CH:26]C=CC=1.C[Si](Cl)(C)C.[C:33](Cl)(=[O:35])[CH3:34].C[OH:38]. (2) The reactants are: [Cl:1][C:2]1[C:3]2[CH2:10][C:9](=[O:11])[NH:8][C:4]=2[N:5]=[CH:6][N:7]=1.[CH3:12][C:13]1[CH:17]=[C:16]([CH3:18])[NH:15][C:14]=1[CH:19]=O. Given the product [Cl:1][C:2]1[C:3]2[C:10](=[CH:19][C:14]3[NH:15][C:16]([CH3:18])=[CH:17][C:13]=3[CH3:12])[C:9](=[O:11])[NH:8][C:4]=2[N:5]=[CH:6][N:7]=1, predict the reactants needed to synthesize it. (3) Given the product [C:1]1([CH2:7][CH:8]([OH:35])[CH2:9][NH:10][C:11]2[N:16]([CH3:17])[C:15](=[O:18])[C:14]([C:19]3[CH:28]=[CH:27][C:26]4[C:21](=[CH:22][CH:23]=[CH:24][CH:25]=4)[CH:20]=3)=[C:13]([C:29]3[CH:30]=[CH:31][N:32]=[CH:33][CH:34]=3)[N:12]=2)[CH:6]=[CH:5][CH:4]=[CH:3][CH:2]=1, predict the reactants needed to synthesize it. The reactants are: [C:1]1([CH2:7][C:8](=[O:35])[CH2:9][NH:10][C:11]2[N:16]([CH3:17])[C:15](=[O:18])[C:14]([C:19]3[CH:28]=[CH:27][C:26]4[C:21](=[CH:22][CH:23]=[CH:24][CH:25]=4)[CH:20]=3)=[C:13]([C:29]3[CH:34]=[CH:33][N:32]=[CH:31][CH:30]=3)[N:12]=2)[CH:6]=[CH:5][CH:4]=[CH:3][CH:2]=1.[Li+].CC([N-]C(C)C)C.[Cl-].[Li+].CC1(C)[C@@]23C4(ON4S(=O)(=O)C2)C[C@@H]1CC3. (4) Given the product [O:1]1[C:5]2[CH:6]=[CH:7][C:8]([CH2:10][CH2:11][C:12]([Cl:17])=[O:14])=[CH:9][C:4]=2[O:3][CH2:2]1, predict the reactants needed to synthesize it. The reactants are: [O:1]1[C:5]2[CH:6]=[CH:7][C:8]([CH2:10][CH2:11][C:12]([OH:14])=O)=[CH:9][C:4]=2[O:3][CH2:2]1.S(Cl)([Cl:17])=O. (5) Given the product [CH3:30][O:31][C:32](=[O:36])[CH2:33][N:34]([CH3:35])[C:68](=[O:64])[C:67]1[CH:26]=[CH:27][C:19]([CH:11]([C:12]2[CH:17]=[CH:16][CH:15]=[CH:14][C:13]=2[CH3:18])[CH2:10][C:9]([C:4]2[CH:5]=[CH:6][C:7](=[O:8])[N:2]([CH3:1])[CH:3]=2)=[O:28])=[CH:65][CH:66]=1, predict the reactants needed to synthesize it. The reactants are: [CH3:1][N:2]1[C:7](=[O:8])[CH:6]=[CH:5][C:4]([C:9](=[O:28])[CH2:10][CH:11]([C:19]2[CH:27]=[CH:26]C(C(O)=O)=CC=2)[C:12]2[CH:17]=[CH:16][CH:15]=[CH:14][C:13]=2[CH3:18])=[CH:3]1.Cl.[CH3:30][O:31][C:32](=[O:36])[CH2:33][NH:34][CH3:35].CN([P+](ON1N=NC2C=CC=CC1=2)(N(C)C)N(C)C)C.F[P-](F)(F)(F)(F)F.[O:64]1[CH2:68][CH2:67][CH2:66][CH2:65]1. (6) Given the product [C:1]([O:5][C:6]([N:8]1[CH2:9][CH2:10][CH:11]([C:14]2[N:15]([C@@H:30]3[CH2:35][CH2:34][CH2:33][NH:32][CH2:31]3)[CH:16]=[C:17]([C:19]3[CH:24]=[CH:23][C:22]([F:25])=[C:21]([C:26]([F:27])([F:29])[F:28])[CH:20]=3)[N:18]=2)[CH2:12][CH2:13]1)=[O:7])([CH3:4])([CH3:2])[CH3:3], predict the reactants needed to synthesize it. The reactants are: [C:1]([O:5][C:6]([N:8]1[CH2:13][CH2:12][CH:11]([C:14]2[N:15]([C@@H:30]3[CH2:35][CH2:34][CH2:33][N:32](C(OCC4C=CC=CC=4)=O)[CH2:31]3)[CH:16]=[C:17]([C:19]3[CH:24]=[CH:23][C:22]([F:25])=[C:21]([C:26]([F:29])([F:28])[F:27])[CH:20]=3)[N:18]=2)[CH2:10][CH2:9]1)=[O:7])([CH3:4])([CH3:3])[CH3:2].[H][H]. (7) Given the product [C:6]([O:10][C:11](=[O:14])[CH2:12][C:25]([C:21]1[CH:20]=[CH:19][N:18]=[C:17]([O:16][CH3:15])[C:22]=1[O:23][CH3:24])([OH:28])[CH2:26][CH3:27])([CH3:9])([CH3:8])[CH3:7], predict the reactants needed to synthesize it. The reactants are: C[Si](Cl)(C)C.[C:6]([O:10][C:11](=[O:14])[CH2:12]Br)([CH3:9])([CH3:8])[CH3:7].[CH3:15][O:16][C:17]1[C:22]([O:23][CH3:24])=[C:21]([C:25](=[O:28])[CH2:26][CH3:27])[CH:20]=[CH:19][N:18]=1. (8) Given the product [Cl:1][C:2]1[CH:10]=[C:9]2[C:5]([C:6]([C:11]([N:13]3[CH2:18][CH2:17][C:16]4([C:22]5[CH:23]=[CH:24][CH:25]=[CH:26][C:21]=5[CH2:20][O:19]4)[CH2:15][CH2:14]3)=[O:12])=[CH:7][N:8]2[CH2:33][C:30]2[CH:29]=[C:28]([CH3:27])[O:32][N:31]=2)=[CH:4][CH:3]=1, predict the reactants needed to synthesize it. The reactants are: [Cl:1][C:2]1[CH:10]=[C:9]2[C:5]([C:6]([C:11]([N:13]3[CH2:18][CH2:17][C:16]4([C:22]5[CH:23]=[CH:24][CH:25]=[CH:26][C:21]=5[CH2:20][O:19]4)[CH2:15][CH2:14]3)=[O:12])=[CH:7][NH:8]2)=[CH:4][CH:3]=1.[CH3:27][C:28]1[O:32][N:31]=[C:30]([CH2:33]OS(C)(=O)=O)[CH:29]=1.